This data is from Forward reaction prediction with 1.9M reactions from USPTO patents (1976-2016). The task is: Predict the product of the given reaction. (1) Given the reactants [Cl:1][C:2]1[C:3]([C:28]([F:31])([F:30])[F:29])=[N:4][N:5]([CH2:8][C:9]([N:11]2[CH2:16][CH2:15][C:14]([C:21]3[CH:26]=[CH:25][C:24]([Cl:27])=[CH:23][CH:22]=3)([C:17](NO)=[NH:18])[CH2:13][CH2:12]2)=[O:10])[C:6]=1[CH3:7].CC1(C)C2(CS(O)(=O)=O)C(CC1CC2)=[O:39].C[C@H](NC([C@H]1N(C([C@@H](NC([C@@H](N)CC2C=CC(O)=CC=2)=O)CC(O)=O)=O)CCC1)=O)C(N1[C@H](C(N2[C@H](C(N3[C@H](C(N4[C@H](C(N5[C@H](C(N6[C@H](C(O)=O)CCC6)=O)CCC5)=O)CCC4)=O)CCC3)=O)CCC2)=O)CCC1)=O, predict the reaction product. The product is: [Cl:1][C:2]1[C:3]([C:28]([F:31])([F:30])[F:29])=[N:4][N:5]([CH2:8][C:9]([N:11]2[CH2:16][CH2:15][C:14]([C:21]3[CH:26]=[CH:25][C:24]([Cl:27])=[CH:23][CH:22]=3)([C:17]([NH2:18])=[O:39])[CH2:13][CH2:12]2)=[O:10])[C:6]=1[CH3:7]. (2) Given the reactants [CH3:1][NH:2][C:3]([C:5]1[C:13]2[C:8](=[CH:9][CH:10]=[C:11]([NH2:14])[CH:12]=2)[NH:7][N:6]=1)=[O:4].[F:15][C:16]1[CH:17]=[C:18]([S:22](Cl)(=[O:24])=[O:23])[CH:19]=[CH:20][CH:21]=1, predict the reaction product. The product is: [CH3:1][NH:2][C:3]([C:5]1[C:13]2[C:8](=[CH:9][CH:10]=[C:11]([NH:14][S:22]([C:18]3[CH:19]=[CH:20][CH:21]=[C:16]([F:15])[CH:17]=3)(=[O:24])=[O:23])[CH:12]=2)[NH:7][N:6]=1)=[O:4].